From a dataset of Full USPTO retrosynthesis dataset with 1.9M reactions from patents (1976-2016). Predict the reactants needed to synthesize the given product. (1) Given the product [CH2:18]([O:17][C:14]1[CH:15]=[CH:16][C:11]([O:10][CH2:9][C:6]2([C:4]([OH:5])=[O:3])[CH2:7][CH2:8]2)=[C:12]([CH3:26])[C:13]=1[CH3:25])[C:19]1[CH:20]=[CH:21][CH:22]=[CH:23][CH:24]=1, predict the reactants needed to synthesize it. The reactants are: C([O:3][C:4]([C:6]1([CH2:9][O:10][C:11]2[CH:16]=[CH:15][C:14]([O:17][CH2:18][C:19]3[CH:24]=[CH:23][CH:22]=[CH:21][CH:20]=3)=[C:13]([CH3:25])[C:12]=2[CH3:26])[CH2:8][CH2:7]1)=[O:5])C.[OH-].[Na+].O.Cl. (2) Given the product [CH2:1]([C:3]1[C:8](=[O:9])[N:7]2[N:10]=[CH:11][C:12]([C:13]3[O:16][N:17]=[C:18]([C:19]4[CH:24]=[CH:23][CH:22]=[CH:21][N:20]=4)[N:14]=3)=[C:6]2[NH:5][C:4]=1[CH3:15])[CH3:2], predict the reactants needed to synthesize it. The reactants are: [CH2:1]([C:3]1[C:8](=[O:9])[N:7]2[N:10]=[CH:11][C:12]([C:13]#[N:14])=[C:6]2[NH:5][C:4]=1[CH3:15])[CH3:2].[OH:16]/[N:17]=[C:18](\Cl)/[C:19]1[CH:24]=[CH:23][CH:22]=[CH:21][N:20]=1.C(N(CC)CC)C.